This data is from Full USPTO retrosynthesis dataset with 1.9M reactions from patents (1976-2016). The task is: Predict the reactants needed to synthesize the given product. (1) Given the product [C:4]([CH2:5][CH2:6][N:15]1[CH:14]=[CH:13][N:12]=[C:11]1[S:10][C:7]1[CH:8]=[CH:9][C:4]([N+:1]([O-:3])=[O:2])=[CH:5][CH:6]=1)#[N:1], predict the reactants needed to synthesize it. The reactants are: [N+:1]([C:4]1[CH:9]=[CH:8][C:7]([S:10][C:11]2[NH:12][CH:13]=[CH:14][N:15]=2)=[CH:6][CH:5]=1)([O-:3])=[O:2]. (2) The reactants are: N#N.[CH3:3][C:4]1([C:9]2[O:13][C:12]([CH2:14][N:15]3[CH:19]=[CH:18][C:17]([N+:20]([O-])=O)=[N:16]3)=[CH:11][CH:10]=2)[O:8][CH2:7][CH2:6][O:5]1.[NH4+].[Cl-]. Given the product [CH3:3][C:4]1([C:9]2[O:13][C:12]([CH2:14][N:15]3[CH:19]=[CH:18][C:17]([NH2:20])=[N:16]3)=[CH:11][CH:10]=2)[O:8][CH2:7][CH2:6][O:5]1, predict the reactants needed to synthesize it. (3) Given the product [NH2:2][CH2:1][CH:4]1[N:24]([C:25]([O:27][C:28]([CH3:31])([CH3:30])[CH3:29])=[O:26])[CH2:23][C:7]2[N:8]([CH2:15][C:16]3[CH:21]=[CH:20][C:19]([F:22])=[CH:18][CH:17]=3)[C:9]3[C:14]([C:6]=2[CH2:5]1)=[CH:13][CH:12]=[CH:11][CH:10]=3, predict the reactants needed to synthesize it. The reactants are: [C:1]([CH:4]1[N:24]([C:25]([O:27][C:28]([CH3:31])([CH3:30])[CH3:29])=[O:26])[CH2:23][C:7]2[N:8]([CH2:15][C:16]3[CH:21]=[CH:20][C:19]([F:22])=[CH:18][CH:17]=3)[C:9]3[C:14]([C:6]=2[CH2:5]1)=[CH:13][CH:12]=[CH:11][CH:10]=3)(=O)[NH2:2].CSC. (4) Given the product [C:27]([C:22]1[CH:23]=[CH:24][CH:25]=[CH:26][C:21]=1[C:18]1[CH:17]=[CH:16][C:15]([CH2:14][CH:5]([C:4](=[O:10])[CH2:3][O:2][CH3:1])[C:6]([O:8][CH3:9])=[O:7])=[CH:20][CH:19]=1)#[N:28], predict the reactants needed to synthesize it. The reactants are: [CH3:1][O:2][CH2:3][C:4](=[O:10])[CH2:5][C:6]([O:8][CH3:9])=[O:7].[H-].[Na+].Br[CH2:14][C:15]1[CH:20]=[CH:19][C:18]([C:21]2[C:22]([C:27]#[N:28])=[CH:23][CH:24]=[CH:25][CH:26]=2)=[CH:17][CH:16]=1. (5) Given the product [Cl:1][C:2]1[C:3](=[O:22])[N:4]([CH2:10][CH2:11][C:12]2[CH:21]=[CH:20][C:15]([C:16]([OH:18])=[O:17])=[CH:14][CH:13]=2)[C:5]([CH3:9])=[C:6]([Cl:8])[CH:7]=1, predict the reactants needed to synthesize it. The reactants are: [Cl:1][C:2]1[C:3](=[O:22])[N:4]([CH2:10][CH2:11][C:12]2[CH:21]=[CH:20][C:15]([C:16]([O:18]C)=[O:17])=[CH:14][CH:13]=2)[C:5]([CH3:9])=[C:6]([Cl:8])[CH:7]=1.[OH-].[Na+].Cl. (6) Given the product [C:22]1([C:2]2[N:7]=[CH:6][C:5]([N:8]3[CH2:14][CH2:13][CH2:12][N:11]([C:15]([O:17][C:18]([CH3:21])([CH3:20])[CH3:19])=[O:16])[CH2:10][CH2:9]3)=[CH:4][CH:3]=2)[CH:27]=[CH:26][CH:25]=[CH:24][CH:23]=1, predict the reactants needed to synthesize it. The reactants are: Br[C:2]1[N:7]=[CH:6][C:5]([N:8]2[CH2:14][CH2:13][CH2:12][N:11]([C:15]([O:17][C:18]([CH3:21])([CH3:20])[CH3:19])=[O:16])[CH2:10][CH2:9]2)=[CH:4][CH:3]=1.[C:22]1(B(O)O)[CH:27]=[CH:26][CH:25]=[CH:24][CH:23]=1.COCCOC.C(=O)([O-])[O-].[K+].[K+]. (7) Given the product [CH3:12][O:13][C:14](=[O:27])[C:15]1[C:16](=[C:21]([CH2:25][N:7]([C:6]([O:5][C:1]([CH3:4])([CH3:3])[CH3:2])=[O:9])[CH3:8])[CH:22]=[CH:23][CH:24]=1)[C:17]([O:19][CH3:20])=[O:18], predict the reactants needed to synthesize it. The reactants are: [C:1]([O:5][C:6](=[O:9])[NH:7][CH3:8])([CH3:4])([CH3:3])[CH3:2].[H-].[Na+].[CH3:12][O:13][C:14](=[O:27])[C:15]1[C:16](=[C:21]([CH2:25]Br)[CH:22]=[CH:23][CH:24]=1)[C:17]([O:19][CH3:20])=[O:18]. (8) Given the product [CH2:1]([CH:5]1[CH:10]([NH2:11])[CH2:9][CH2:8][N:7]([CH2:13][CH2:14][C:15]2[CH:20]=[CH:19][CH:18]=[CH:17][CH:16]=2)[CH2:6]1)[CH2:2][CH2:3][CH3:4], predict the reactants needed to synthesize it. The reactants are: [CH2:1]([CH:5]1[C:10](=[N:11]O)[CH2:9][CH2:8][N:7]([CH2:13][CH2:14][C:15]2[CH:20]=[CH:19][CH:18]=[CH:17][CH:16]=2)[CH2:6]1)[CH2:2][CH2:3][CH3:4].[H-].[H-].[H-].[H-].[Li+].[Al+3].C([O-])(O)=O.[Na+]. (9) Given the product [Cl:1][C:2]1[CH:3]=[C:4]2[C:10]([CH2:11][C:12]3[NH:16][N:15]=[C:14]([NH:26][CH2:27][C:28]4[CH:33]=[CH:32][C:31]([F:34])=[CH:30][CH:29]=4)[CH:13]=3)=[CH:9][NH:8][C:5]2=[N:6][CH:7]=1, predict the reactants needed to synthesize it. The reactants are: [Cl:1][C:2]1[CH:3]=[C:4]2[C:10]([CH2:11][C:12]3[N:16](CC4C=CC(OC)=CC=4)[N:15]=[C:14]([NH:26][CH2:27][C:28]4[CH:33]=[CH:32][C:31]([F:34])=[CH:30][CH:29]=4)[CH:13]=3)=[CH:9][NH:8][C:5]2=[N:6][CH:7]=1.FC(F)(F)C(O)=O. (10) Given the product [C:45]([CH2:44][C:40]1([N:38]2[CH:39]=[C:35]([C:34]3[C:29]4[CH:28]=[CH:27][NH:26][C:30]=4[N:31]=[CH:32][N:33]=3)[CH:36]=[N:37]2)[CH2:43][N:42]([C:2]2[CH:10]=[CH:9][C:5]([C:6]([N:14]([CH:15]3[CH2:17][CH2:16]3)[CH3:13])=[O:8])=[CH:4][C:3]=2[F:11])[CH2:41]1)#[N:46], predict the reactants needed to synthesize it. The reactants are: Br[C:2]1[CH:10]=[CH:9][C:5]([C:6]([OH:8])=O)=[CH:4][C:3]=1[F:11].Cl.[CH3:13][NH:14][CH:15]1[CH2:17][CH2:16]1.Cl.Cl.C[Si](C)(C)CCOC[N:26]1[C:30]2[N:31]=[CH:32][N:33]=[C:34]([C:35]3[CH:36]=[N:37][N:38]([C:40]4([CH2:44][C:45]#[N:46])[CH2:43][NH:42][CH2:41]4)[CH:39]=3)[C:29]=2[CH:28]=[CH:27]1.